From a dataset of Forward reaction prediction with 1.9M reactions from USPTO patents (1976-2016). Predict the product of the given reaction. (1) The product is: [O:27]1[CH2:28][CH2:29][N:24]([C:21]2[CH:22]=[CH:23][C:18]([NH:16][C:14]3[N:15]=[C:11]4[CH:10]=[CH:9][CH:8]=[C:7]([C:1]5[CH:2]=[CH:3][CH:4]=[CH:5][CH:6]=5)[N:12]4[N:13]=3)=[CH:19][CH:20]=2)[CH2:25][CH2:26]1. Given the reactants [C:1]1([C:7]2[N:12]3[N:13]=[C:14]([NH2:16])[N:15]=[C:11]3[CH:10]=[CH:9][CH:8]=2)[CH:6]=[CH:5][CH:4]=[CH:3][CH:2]=1.Br[C:18]1[CH:23]=[CH:22][C:21]([N:24]2[CH2:29][CH2:28][O:27][CH2:26][CH2:25]2)=[CH:20][CH:19]=1.C1(P(C2C=CC=CC=2)C2C3OC4C(=CC=CC=4P(C4C=CC=CC=4)C4C=CC=CC=4)C(C)(C)C=3C=CC=2)C=CC=CC=1.CC(C)([O-])C.[K+], predict the reaction product. (2) Given the reactants C([O:3][C:4](=O)[CH2:5][CH:6]([NH:8][C:9]([O:11][C:12]([CH3:15])([CH3:14])[CH3:13])=[O:10])[CH3:7])C.O.C([O-])([O-])=O.[K+].[K+], predict the reaction product. The product is: [C:12]([O:11][C:9](=[O:10])[NH:8][CH:6]([CH3:7])[CH2:5][CH2:4][OH:3])([CH3:15])([CH3:13])[CH3:14]. (3) The product is: [CH3:11][C:2]1[O:19][C:12]([C:13]2[CH:18]=[CH:17][CH:16]=[CH:15][CH:14]=2)=[N:20][C:3]=1[CH2:4][C:5]([O:7][CH3:8])=[O:6]. Given the reactants Br[CH:2]([CH3:11])/[C:3](/OC)=[CH:4]\[C:5]([O:7][CH3:8])=[O:6].[C:12]([NH2:20])(=[O:19])[C:13]1[CH:18]=[CH:17][CH:16]=[CH:15][CH:14]=1, predict the reaction product. (4) The product is: [C:39]([C:38]1[CH:42]=[CH:43][C:44]2[NH:45][C:23]([C:19]3[CH:18]=[C:17]([C:25]([CH3:31])([CH3:30])[C:26]([O:28][CH3:29])=[O:27])[CH:16]=[C:15]([C:13]4[CH:14]=[C:9]([S:6](=[O:7])(=[O:8])[NH:5][C:1]([CH3:3])([CH3:4])[CH3:2])[CH:10]=[CH:11][C:12]=4[OH:32])[C:20]=3[OH:21])=[N:35][C:36]=2[CH:37]=1)(=[NH:40])[NH2:41]. Given the reactants [C:1]([NH:5][S:6]([C:9]1[CH:10]=[CH:11][C:12]([O:32]C)=[C:13]([C:15]2[C:20]([O:21]C)=[C:19]([CH:23]=O)[CH:18]=[C:17]([C:25]([CH3:31])([CH3:30])[C:26]([O:28][CH3:29])=[O:27])[CH:16]=2)[CH:14]=1)(=[O:8])=[O:7])([CH3:4])([CH3:3])[CH3:2].Cl.[NH2:35][C:36]1[CH:37]=[C:38]([CH:42]=[CH:43][C:44]=1[NH2:45])[C:39]([NH2:41])=[NH:40].C1(=O)C=CC(=O)C=C1, predict the reaction product. (5) Given the reactants C(Cl)(=O)[C:2](Cl)=[O:3].[NH2:7][C:8]1[N:13]=[C:12]([O:14][CH2:15][C:16]([F:19])([F:18])[F:17])[CH:11]=[C:10]([O:20][CH2:21][C:22]([F:25])([F:24])[F:23])[N:9]=1.NC1N=CC=CN=1, predict the reaction product. The product is: [N:7]([C:8]1[N:9]=[C:10]([O:20][CH2:21][C:22]([F:25])([F:23])[F:24])[CH:11]=[C:12]([O:14][CH2:15][C:16]([F:18])([F:19])[F:17])[N:13]=1)=[C:2]=[O:3]. (6) The product is: [F:12][C:9]([F:11])([F:10])[C:7]1[CH:6]=[C:5]([C@H:13]2[O:17][C:16](=[O:18])[N:15]([CH2:19][C:20]3[CH:25]=[C:24]([O:26][C:27]([F:30])([F:28])[F:29])[CH:23]=[CH:22][C:21]=3[N:31]([CH3:52])[C:32]([C@H:34]3[CH2:39][CH2:38][C@H:37]([CH2:40][C:41]([O:43][CH2:44][CH3:45])=[O:42])[CH2:36][CH2:35]3)=[O:33])[C@H:14]2[CH3:46])[CH:4]=[C:3]([C:2]([F:1])([F:47])[F:48])[CH:8]=1. Given the reactants [F:1][C:2]([F:48])([F:47])[C:3]1[CH:4]=[C:5]([C@H:13]2[O:17][C:16](=[O:18])[N:15]([CH2:19][C:20]3[CH:25]=[C:24]([O:26][C:27]([F:30])([F:29])[F:28])[CH:23]=[CH:22][C:21]=3[NH:31][C:32]([C@H:34]3[CH2:39][CH2:38][C@H:37]([CH2:40][C:41]([O:43][CH2:44][CH3:45])=[O:42])[CH2:36][CH2:35]3)=[O:33])[C@H:14]2[CH3:46])[CH:6]=[C:7]([C:9]([F:12])([F:11])[F:10])[CH:8]=1.[H-].[Na+].I[CH3:52], predict the reaction product. (7) Given the reactants [CH3:1][O:2][C:3]1[CH:35]=[C:34]([O:36][CH3:37])[CH:33]=[CH:32][C:4]=1[CH2:5][N:6]1[C:26]2[C:15]3=[CH:16][C:17]4[CH:18]=[C:19]([CH2:24][OH:25])[N:20]([CH3:23])[C:21]=4[CH:22]=[C:14]3[CH2:13][CH2:12][CH2:11][C:10]=2[CH:9]=[C:8]([C:27]([O:29]C)=[O:28])[C:7]1=[O:31].[Li+].[OH-].Cl, predict the reaction product. The product is: [CH3:1][O:2][C:3]1[CH:35]=[C:34]([O:36][CH3:37])[CH:33]=[CH:32][C:4]=1[CH2:5][N:6]1[C:26]2[C:15]3=[CH:16][C:17]4[CH:18]=[C:19]([CH2:24][OH:25])[N:20]([CH3:23])[C:21]=4[CH:22]=[C:14]3[CH2:13][CH2:12][CH2:11][C:10]=2[CH:9]=[C:8]([C:27]([OH:29])=[O:28])[C:7]1=[O:31]. (8) Given the reactants [NH:1]([C:7]([O:9][C:10]([CH3:13])([CH3:12])[CH3:11])=[O:8])[CH2:2][CH2:3][C:4]([OH:6])=[O:5].C(=O)([O-])[O-].[K+].[K+].Cl[CH2:21][C:22]([N:24]([CH2:28][CH2:29][CH3:30])[CH2:25][CH2:26][CH3:27])=[O:23].O, predict the reaction product. The product is: [CH2:25]([N:24]([CH2:28][CH2:29][CH3:30])[C:22]([CH2:21][O:5][C:4](=[O:6])[CH2:3][CH2:2][NH:1][C:7]([O:9][C:10]([CH3:13])([CH3:12])[CH3:11])=[O:8])=[O:23])[CH2:26][CH3:27]. (9) Given the reactants Cl.[NH2:2][OH:3].[OH-:4].[Na+].[C:6]1([P:12](Cl)([C:14]2[CH:19]=[CH:18][CH:17]=[CH:16][CH:15]=2)=O)[CH:11]=[CH:10][CH:9]=[CH:8][CH:7]=1, predict the reaction product. The product is: [NH2:2][O:3][P:12](=[O:4])([C:14]1[CH:15]=[CH:16][CH:17]=[CH:18][CH:19]=1)[C:6]1[CH:11]=[CH:10][CH:9]=[CH:8][CH:7]=1. (10) Given the reactants C([O:5][N:6]1[CH:11]=[C:10]([C:12]2[CH:17]=[CH:16][CH:15]=[CH:14][C:13]=2[N+:18]([O-:20])=[O:19])[CH:9]=[C:8]([C:21]([O:23]C)=[O:22])[C:7]1=[O:25])(C)(C)C, predict the reaction product. The product is: [OH:5][N:6]1[CH:11]=[C:10]([C:12]2[CH:17]=[CH:16][CH:15]=[CH:14][C:13]=2[N+:18]([O-:20])=[O:19])[CH:9]=[C:8]([C:21]([OH:23])=[O:22])[C:7]1=[O:25].